From a dataset of Reaction yield outcomes from USPTO patents with 853,638 reactions. Predict the reaction yield, written as a fraction of the theoretical maximum amount of product (1.0 means a 100% yield; for example, 0.34 means a 34% yield). (1) The reactants are [CH2:1]([C:8]1[C:9](Cl)=[N:10][C:11]2[C:16]([N:17]=1)=[CH:15][CH:14]=[CH:13][CH:12]=2)[C:2]1[CH:7]=[CH:6][CH:5]=[CH:4][CH:3]=1.[CH3:19][N:20]1[CH2:25][CH2:24][NH:23][CH2:22][CH2:21]1. The catalyst is O. The product is [CH2:1]([C:8]1[C:9]([N:23]2[CH2:24][CH2:25][N:20]([CH3:19])[CH2:21][CH2:22]2)=[N:10][C:11]2[C:16]([N:17]=1)=[CH:15][CH:14]=[CH:13][CH:12]=2)[C:2]1[CH:7]=[CH:6][CH:5]=[CH:4][CH:3]=1. The yield is 0.890. (2) The reactants are Cl.Cl.[Cl:3][C:4]1[CH:9]=[CH:8][C:7]([N:10]2[CH2:15][CH2:14][NH:13][CH2:12][CH2:11]2)=[CH:6][C:5]=1[O:16][CH3:17].O.C([O-])([O-])=O.[K+].[K+].[Cl:25][CH2:26][C:27](Cl)=[O:28]. The catalyst is C(Cl)Cl. The product is [Cl:25][CH2:26][C:27]([N:13]1[CH2:12][CH2:11][N:10]([C:7]2[CH:8]=[CH:9][C:4]([Cl:3])=[C:5]([O:16][CH3:17])[CH:6]=2)[CH2:15][CH2:14]1)=[O:28]. The yield is 0.920. (3) The reactants are [CH2:1]([C:5]1([CH2:35][CH2:36][CH2:37][CH3:38])[NH:11][CH:10]([C:12]2[CH:25]=[CH:24][C:15]([O:16][CH2:17][CH2:18][N:19]([CH2:22][CH3:23])[CH2:20][CH3:21])=[CH:14][CH:13]=2)[C:9]2[CH:26]=[C:27]([N:30]([CH3:32])[CH3:31])[CH:28]=[CH:29][C:8]=2[S:7](=[O:34])(=[O:33])[CH2:6]1)[CH2:2][CH2:3][CH3:4].[CH2:39]([I:41])[CH3:40]. The catalyst is CC#N. The product is [I-:41].[CH2:1]([C:5]1([CH2:35][CH2:36][CH2:37][CH3:38])[NH:11][CH:10]([C:12]2[CH:13]=[CH:14][C:15]([O:16][CH2:17][CH2:18][N+:19]([CH2:39][CH3:40])([CH2:20][CH3:21])[CH2:22][CH3:23])=[CH:24][CH:25]=2)[C:9]2[CH:26]=[C:27]([N:30]([CH3:32])[CH3:31])[CH:28]=[CH:29][C:8]=2[S:7](=[O:34])(=[O:33])[CH2:6]1)[CH2:2][CH2:3][CH3:4]. The yield is 1.00. (4) The reactants are [NH2:1][C:2]1[S:3][C:4]2[C:11](=[O:12])[CH2:10][CH2:9][CH2:8][CH2:7][C:5]=2[N:6]=1.[Cl:13][C:14]1[CH:15]=[CH:16][C:17]([O:24][CH3:25])=[C:18](NC(N)=S)[CH:19]=1. No catalyst specified. The product is [Cl:13][C:14]1[CH:19]=[CH:18][C:17]([O:24][CH3:25])=[C:16]([NH:1][C:2]2[S:3][C:4]3[C:11](=[O:12])[CH2:10][CH2:9][CH2:8][CH2:7][C:5]=3[N:6]=2)[CH:15]=1. The yield is 0.260. (5) The reactants are Cl.[Cl:2][C:3]1[C:8]([Cl:9])=[CH:7][CH:6]=[CH:5][C:4]=1[N:10]1[CH2:15][CH2:14][NH:13][CH2:12][CH2:11]1.C[O:17][C:18]1C=CC=C[C:19]=1N1CCN(CCO)CC1. No catalyst specified. The product is [Cl:2][C:3]1[C:8]([Cl:9])=[CH:7][CH:6]=[CH:5][C:4]=1[N:10]1[CH2:15][CH2:14][N:13]([CH2:19][CH2:18][OH:17])[CH2:12][CH2:11]1. The yield is 0.970. (6) The reactants are [CH3:1][O:2][C:3]([C:5]1[S:6][C:7]([C:10]([O:12]C)=[O:11])=[CH:8][CH:9]=1)=[O:4].[OH-].[Na+].Cl. The catalyst is O1CCOCC1.CO. The product is [CH3:1][O:2][C:3]([C:5]1[S:6][C:7]([C:10]([OH:12])=[O:11])=[CH:8][CH:9]=1)=[O:4]. The yield is 0.860. (7) The reactants are [CH3:1][C:2]1([CH3:22])[O:7][C:6](=[O:8])[NH:5][C:4]2[CH:9]=[CH:10][C:11]([C:13]3[CH:14]=[C:15]([CH:18]=[C:19]([F:21])[CH:20]=3)[C:16]#[N:17])=[CH:12][C:3]1=2.[CH2:23]([O:25][CH:26](OCC)[O:27][CH2:28][CH3:29])[CH3:24]. No catalyst specified. The product is [CH2:23]([O:25][CH:26]([O:27][CH2:28][CH3:29])[N:5]1[C:4]2[CH:9]=[CH:10][C:11]([C:13]3[CH:14]=[C:15]([CH:18]=[C:19]([F:21])[CH:20]=3)[C:16]#[N:17])=[CH:12][C:3]=2[C:2]([CH3:22])([CH3:1])[O:7][C:6]1=[O:8])[CH3:24]. The yield is 0.330.